From a dataset of Catalyst prediction with 721,799 reactions and 888 catalyst types from USPTO. Predict which catalyst facilitates the given reaction. (1) Reactant: [Cl-].O[NH3+:3].[C:4](=[O:7])([O-])[OH:5].[Na+].CS(C)=O.[CH:13]1([C:16]([OH:54])([CH3:53])[CH2:17][O:18][C@H:19]2[CH2:24][CH2:23][C@H:22]([N:25]3[C:30](=[O:31])[C:29]([CH2:32][C:33]4[CH:38]=[CH:37][C:36]([C:39]5[C:40]([C:45]#[N:46])=[CH:41][CH:42]=[CH:43][CH:44]=5)=[CH:35][CH:34]=4)=[C:28]([CH2:47][CH2:48][CH3:49])[N:27]4[N:50]=[CH:51][CH:52]=[C:26]34)[CH2:21][CH2:20]2)[CH2:15][CH2:14]1. Product: [CH:13]1([C:16]([OH:54])([CH3:53])[CH2:17][O:18][C@H:19]2[CH2:20][CH2:21][C@H:22]([N:25]3[C:30](=[O:31])[C:29]([CH2:32][C:33]4[CH:34]=[CH:35][C:36]([C:39]5[CH:44]=[CH:43][CH:42]=[CH:41][C:40]=5[C:45]5[NH:3][C:4](=[O:7])[O:5][N:46]=5)=[CH:37][CH:38]=4)=[C:28]([CH2:47][CH2:48][CH3:49])[N:27]4[N:50]=[CH:51][CH:52]=[C:26]34)[CH2:23][CH2:24]2)[CH2:14][CH2:15]1. The catalyst class is: 13. (2) Reactant: [N:1]1([CH2:6][CH2:7][NH:8][C:9]2[CH:14]=[CH:13][C:12]([NH2:15])=[CH:11][CH:10]=2)[CH:5]=[CH:4][CH:3]=[N:2]1.[CH2:16]([C:18]1[CH:23]=[CH:22][C:21]([C:24]2[C:25]([C:30](O)=[O:31])=[CH:26][CH:27]=[CH:28][CH:29]=2)=[CH:20][CH:19]=1)[CH3:17].O.ON1C2C=CC=CC=2N=N1.Cl.CN(C)CCCN=C=NCC. Product: [CH2:16]([C:18]1[CH:23]=[CH:22][C:21]([C:24]2[C:25]([C:30]([NH:15][C:12]3[CH:11]=[CH:10][C:9]([NH:8][CH2:7][CH2:6][N:1]4[CH:5]=[CH:4][CH:3]=[N:2]4)=[CH:14][CH:13]=3)=[O:31])=[CH:26][CH:27]=[CH:28][CH:29]=2)=[CH:20][CH:19]=1)[CH3:17]. The catalyst class is: 9. (3) Reactant: [CH2:1]([O:8][CH2:9][C@H:10]([NH:28]C(=O)OC(C)(C)C)[C:11](=[O:27])[NH:12][C:13]1[S:14][C:15]2[CH:21]=[C:20]([O:22][C:23]([F:26])([F:25])[F:24])[CH:19]=[CH:18][C:16]=2[N:17]=1)[C:2]1[CH:7]=[CH:6][CH:5]=[CH:4][CH:3]=1. Product: [NH2:28][C@@H:10]([CH2:9][O:8][CH2:1][C:2]1[CH:3]=[CH:4][CH:5]=[CH:6][CH:7]=1)[C:11]([NH:12][C:13]1[S:14][C:15]2[CH:21]=[C:20]([O:22][C:23]([F:25])([F:24])[F:26])[CH:19]=[CH:18][C:16]=2[N:17]=1)=[O:27]. The catalyst class is: 281. (4) Reactant: [CH3:1][C:2]1[CH:7]=[CH:6][C:5]([C:8]2[CH:13]=[C:12]([C:14]([N:16]3[CH2:20][CH2:19][CH2:18][CH2:17]3)=[O:15])[CH:11]=[C:10]([C:21]([OH:23])=O)[CH:9]=2)=[CH:4][CH:3]=1.[NH2:24][CH:25]([C:29]1[CH:30]=[N:31][C:32]([C:35]([F:38])([F:37])[F:36])=[CH:33][CH:34]=1)[CH2:26][CH2:27][OH:28].F[P-](F)(F)(F)(F)F.C[N+](C)=C(N(C)C)ON1C2N=CC=CC=2N=N1.C(N(CC)C(C)C)(C)C. Product: [OH:28][CH2:27][CH2:26][CH:25]([NH:24][C:21]([C:10]1[CH:9]=[C:8]([C:5]2[CH:4]=[CH:3][C:2]([CH3:1])=[CH:7][CH:6]=2)[CH:13]=[C:12]([C:14]([N:16]2[CH2:17][CH2:18][CH2:19][CH2:20]2)=[O:15])[CH:11]=1)=[O:23])[C:29]1[CH:30]=[N:31][C:32]([C:35]([F:36])([F:37])[F:38])=[CH:33][CH:34]=1. The catalyst class is: 9. (5) Reactant: [I:1][CH:2]1[CH:8]2[CH2:9][C:5]([CH3:18])([C:6](=[O:17])[N:7]2[C:10]([O:12][C:13]([CH3:16])([CH3:15])[CH3:14])=[O:11])[CH2:4][CH2:3]1.N12CCCN=C1CCCCC2. Product: [I:1][C:2]1[CH:8]2[CH2:9][C:5]([CH3:18])([C:6](=[O:17])[N:7]2[C:10]([O:12][C:13]([CH3:15])([CH3:14])[CH3:16])=[O:11])[CH2:4][CH:3]=1. The catalyst class is: 11. (6) Reactant: Cl.[CH3:2][C@H:3]1[NH:8][C@@H:7]([C:9]([O:11][CH2:12][CH3:13])=[O:10])[CH2:6][CH2:5][CH2:4]1.CN(C=O)C.C(=O)([O-])[O-].[K+].[K+].Br[CH2:26][CH2:27][O:28][C:29]1[CH:34]=[CH:33][CH:32]=[CH:31][CH:30]=1. Product: [CH3:2][C@H:3]1[N:8]([CH2:26][CH2:27][O:28][C:29]2[CH:34]=[CH:33][CH:32]=[CH:31][CH:30]=2)[C@@H:7]([C:9]([O:11][CH2:12][CH3:13])=[O:10])[CH2:6][CH2:5][CH2:4]1. The catalyst class is: 25.